From a dataset of Reaction yield outcomes from USPTO patents with 853,638 reactions. Predict the reaction yield, written as a fraction of the theoretical maximum amount of product (1.0 means a 100% yield; for example, 0.34 means a 34% yield). (1) The reactants are [CH3:1][NH:2][C:3](=[O:14])[C:4]1[CH:9]=[CH:8][C:7]([N+:10]([O-])=O)=[CH:6][C:5]=1[F:13]. The catalyst is C(OCC)(=O)C.C(O)(=O)C.[Fe]. The product is [CH3:1][NH:2][C:3](=[O:14])[C:4]1[CH:9]=[CH:8][C:7]([NH2:10])=[CH:6][C:5]=1[F:13]. The yield is 0.940. (2) The reactants are F[C:2]1[C:7]([C:8]#[N:9])=[CH:6][C:5]2[C:10]3([CH2:26][O:27][C:4]=2[CH:3]=1)[C:18]1[C:13](=[CH:14][CH:15]=[CH:16][CH:17]=1)[N:12]([CH2:19][C@H:20]1[CH2:24][CH2:23][CH2:22][O:21]1)[C:11]3=[O:25].CC(=[N:31][OH:32])C.C(=O)([O-])[O-].[Cs+].[Cs+].O. The catalyst is CN(C)C=O. The product is [NH2:9][C:8]1[C:7]2[CH:6]=[C:5]3[C:10]4([C:18]5[C:13](=[CH:14][CH:15]=[CH:16][CH:17]=5)[N:12]([CH2:19][C@H:20]5[CH2:24][CH2:23][CH2:22][O:21]5)[C:11]4=[O:25])[CH2:26][O:27][C:4]3=[CH:3][C:2]=2[O:32][N:31]=1. The yield is 0.600. (3) The reactants are [OH:1][C:2]1[C:3]2[CH:27]=[CH:26][S:25][C:4]=2[N:5]([CH2:21][CH:22]([CH3:24])[CH3:23])[C:6](=[O:20])[C:7]=1[C:8]([NH:10][CH2:11][CH2:12][CH2:13][N:14]1[CH2:19][CH2:18][CH2:17][CH2:16][CH2:15]1)=[O:9].[ClH:28].C(OCC)C. The catalyst is ClCCl. The product is [ClH:28].[OH:1][C:2]1[C:3]2[CH:27]=[CH:26][S:25][C:4]=2[N:5]([CH2:21][CH:22]([CH3:24])[CH3:23])[C:6](=[O:20])[C:7]=1[C:8]([NH:10][CH2:11][CH2:12][CH2:13][N:14]1[CH2:15][CH2:16][CH2:17][CH2:18][CH2:19]1)=[O:9]. The yield is 0.920. (4) The reactants are CC(C1C=CC(B2OC(C)(C)C(C)(C)O2)=CC=1)(C)C(OCC)=O.[CH3:24][C:25]([C:32]1[CH:37]=[CH:36][C:35]([C:38]2[CH:43]=[CH:42][C:41]([O:44][CH2:45][C:46]3([CH3:50])[CH2:49][O:48][CH2:47]3)=[CH:40][CH:39]=2)=[CH:34][CH:33]=1)([CH3:31])[C:26]([O:28]CC)=[O:27].O.[OH-].[Li+]. The catalyst is O1CCCC1.C(O)C.O.O. The product is [CH3:31][C:25]([C:32]1[CH:33]=[CH:34][C:35]([C:38]2[CH:43]=[CH:42][C:41]([O:44][CH2:45][C:46]3([CH3:50])[CH2:49][O:48][CH2:47]3)=[CH:40][CH:39]=2)=[CH:36][CH:37]=1)([CH3:24])[C:26]([OH:28])=[O:27]. The yield is 0.950. (5) The reactants are [F:1][C:2]1[CH:3]=[CH:4][CH:5]=[C:6]2[C:10]=1[N:9]([CH3:11])[CH:8]=[C:7]2[CH:12]=O.[CH3:14][N:15]1C2C(=CC=CC=2)C(C)=C1C=O. No catalyst specified. The product is [F:1][C:2]1[CH:3]=[CH:4][CH:5]=[C:6]2[C:10]=1[N:9]([CH3:11])[CH:8]=[C:7]2[CH2:12][NH:15][CH3:14]. The yield is 0.720. (6) The yield is 0.636. The catalyst is O1CCOCC1.O.C1C=CC(P(C2C=CC=CC=2)[C-]2C=CC=C2)=CC=1.C1C=CC(P(C2C=CC=CC=2)[C-]2C=CC=C2)=CC=1.Cl[Pd]Cl.[Fe+2]. The product is [CH2:1]([O:3][C:4]1[CH:9]=[C:8]([C:30]2[CH:35]=[CH:34][C:33]([CH2:36][C:37]([NH2:39])=[O:38])=[C:32]([F:40])[CH:31]=2)[CH:7]=[N:6][C:5]=1[O:19][CH2:20][C:21]1[CH:22]=[CH:23][C:24]([O:27][CH3:28])=[CH:25][CH:26]=1)[CH3:2]. The reactants are [CH2:1]([O:3][C:4]1[C:5]([O:19][CH2:20][C:21]2[CH:26]=[CH:25][C:24]([O:27][CH3:28])=[CH:23][CH:22]=2)=[N:6][CH:7]=[C:8](B2OC(C)(C)C(C)(C)O2)[CH:9]=1)[CH3:2].Br[C:30]1[CH:35]=[CH:34][C:33]([CH2:36][C:37]([NH2:39])=[O:38])=[C:32]([F:40])[CH:31]=1.C([O-])([O-])=O.[Cs+].[Cs+]. (7) The reactants are [N:1]1[CH:6]=[C:5]([NH:7][C:8](=[O:16])OC2C=CC=CC=2)[CH:4]=[C:3]2[CH2:17][CH2:18][CH2:19][C:2]=12.[CH3:20][CH:21]1[CH2:26][CH2:25][N:24]([C:27]2[C:32]([CH2:33][NH2:34])=[CH:31][CH:30]=[C:29]([C:35]([F:38])([F:37])[F:36])[N:28]=2)[CH2:23][CH2:22]1. The catalyst is CN(C=O)C.CN(C1C=CN=CC=1)C. The product is [N:1]1[CH:6]=[C:5]([NH:7][C:8]([NH:34][CH2:33][C:32]2[C:27]([N:24]3[CH2:25][CH2:26][CH:21]([CH3:20])[CH2:22][CH2:23]3)=[N:28][C:29]([C:35]([F:38])([F:36])[F:37])=[CH:30][CH:31]=2)=[O:16])[CH:4]=[C:3]2[CH2:17][CH2:18][CH2:19][C:2]=12. The yield is 0.760.